This data is from Full USPTO retrosynthesis dataset with 1.9M reactions from patents (1976-2016). The task is: Predict the reactants needed to synthesize the given product. Given the product [CH3:1][O:2][C:3](=[O:32])[C@H:4]([CH2:28][CH2:29][S:30][CH3:31])[NH:5][C:6](=[O:27])[C:7]1[CH:12]=[CH:11][C:10]([CH2:13][CH2:14][C:15]2[CH:16]=[N:17][CH:18]=[CH:19][CH:20]=2)=[CH:9][C:8]=1[C:21]1[CH:22]=[CH:23][CH:24]=[CH:25][CH:26]=1, predict the reactants needed to synthesize it. The reactants are: [CH3:1][O:2][C:3](=[O:32])[C@H:4]([CH2:28][CH2:29][S:30][CH3:31])[NH:5][C:6](=[O:27])[C:7]1[CH:12]=[CH:11][C:10]([CH:13]=[CH:14][C:15]2[CH:16]=[N:17][CH:18]=[CH:19][CH:20]=2)=[CH:9][C:8]=1[C:21]1[CH:26]=[CH:25][CH:24]=[CH:23][CH:22]=1.